From a dataset of Full USPTO retrosynthesis dataset with 1.9M reactions from patents (1976-2016). Predict the reactants needed to synthesize the given product. (1) Given the product [Br:30][C:28]1[CH:27]=[CH:26][C:25]([Cl:31])=[C:24]([CH:29]=1)[CH2:23][N:22]1[C:34](=[O:35])[NH:1][C:2]2[C:3]1=[N:4][C:5]([NH:8][CH2:9][C@@H:10]1[CH2:14][CH2:13][N:12]([C:15]([O:17][C:18]([CH3:21])([CH3:19])[CH3:20])=[O:16])[CH2:11]1)=[N:6][CH:7]=2, predict the reactants needed to synthesize it. The reactants are: [NH2:1][C:2]1[C:3]([NH:22][CH2:23][C:24]2[CH:29]=[C:28]([Br:30])[CH:27]=[CH:26][C:25]=2[Cl:31])=[N:4][C:5]([NH:8][CH2:9][C@@H:10]2[CH2:14][CH2:13][N:12]([C:15]([O:17][C:18]([CH3:21])([CH3:20])[CH3:19])=[O:16])[CH2:11]2)=[N:6][CH:7]=1.C1C[O:35][CH2:34]C1.C(N1C=CN=C1)(N1C=CN=C1)=O.C(Cl)Cl. (2) The reactants are: [Br:1][C:2]1[CH:3]=[CH:4][C:5]2[O:11][CH2:10][CH2:9][N:8](CC3C=CC(OC)=CC=3)[C:7](=[O:21])[C:6]=2[C:22]=1[CH3:23]. Given the product [Br:1][C:2]1[CH:3]=[CH:4][C:5]2[O:11][CH2:10][CH2:9][NH:8][C:7](=[O:21])[C:6]=2[C:22]=1[CH3:23], predict the reactants needed to synthesize it. (3) Given the product [CH3:1][N:2]1[C:6]2[C:7]([Br:12])=[C:8]([NH:11][C:1]3[NH:13][CH2:5][CH2:6][N:2]=3)[CH:9]=[CH:10][C:5]=2[N:4]=[CH:3]1, predict the reactants needed to synthesize it. The reactants are: [CH3:1][N:2]1[C:6]2[C:7]([Br:12])=[C:8]([NH2:11])[CH:9]=[CH:10][C:5]=2[N:4]=[CH:3]1.[NH3:13]. (4) Given the product [OH:81][CH2:80][C:78]1[N:79]=[C:75]([C@H:73]([NH:72][C:30]([C:29]2[C:23]3[C:24](=[N:25][CH:26]=[C:21]([C:15]4[C:14]5[C:18](=[CH:19][C:11]([F:10])=[CH:12][CH:13]=5)[N:17]([CH3:20])[N:16]=4)[N:22]=3)[N:27]([CH2:33][O:34][CH2:35][CH2:36][Si:37]([CH3:39])([CH3:38])[CH3:40])[CH:28]=2)=[O:32])[CH3:74])[O:76][CH:77]=1, predict the reactants needed to synthesize it. The reactants are: C(N(CC)C(C)C)(C)C.[F:10][C:11]1[CH:19]=[C:18]2[C:14]([C:15]([C:21]3[N:22]=[C:23]4[C:29]([C:30]([OH:32])=O)=[CH:28][N:27]([CH2:33][O:34][CH2:35][CH2:36][Si:37]([CH3:40])([CH3:39])[CH3:38])[C:24]4=[N:25][CH:26]=3)=[N:16][N:17]2[CH3:20])=[CH:13][CH:12]=1.CN(C(ON1N=NC2C=CC=NC1=2)=[N+](C)C)C.F[P-](F)(F)(F)(F)F.FC(F)(F)C(O)=O.[NH2:72][C@@H:73]([C:75]1[O:76][CH:77]=[C:78]([CH2:80][OH:81])[N:79]=1)[CH3:74]. (5) Given the product [CH3:1][C:2]1[CH:3]=[CH:4][C:5]([CH2:6][NH:7][C:8](=[O:20])[CH2:9][CH2:10][C:11]2[CH:16]=[CH:15][C:14]([O:17][CH2:24][C:25]#[N:26])=[C:13]([O:18][CH3:19])[CH:12]=2)=[CH:21][CH:22]=1, predict the reactants needed to synthesize it. The reactants are: [CH3:1][C:2]1[CH:22]=[CH:21][C:5]([CH2:6][NH:7][C:8](=[O:20])[CH2:9][CH2:10][C:11]2[CH:16]=[CH:15][C:14]([OH:17])=[C:13]([O:18][CH3:19])[CH:12]=2)=[CH:4][CH:3]=1.Cl[CH2:24][C:25]#[N:26]. (6) The reactants are: I[C:2]1[C:9](=[O:10])[N:5]2[CH2:6][CH2:7][CH2:8][N:4]2[C:3]=1[C:11]1[CH:16]=[CH:15][N:14]=[C:13]([S:17][CH3:18])[N:12]=1.C([Mg]Cl)(C)C.[Cl:24][C:25]1[CH:32]=[CH:31][CH:30]=[CH:29][C:26]=1[CH:27]=[O:28]. Given the product [Cl:24][C:25]1[CH:32]=[CH:31][CH:30]=[CH:29][C:26]=1[CH:27]([OH:28])[C:2]1[C:9](=[O:10])[N:5]2[CH2:6][CH2:7][CH2:8][N:4]2[C:3]=1[C:11]1[CH:16]=[CH:15][N:14]=[C:13]([S:17][CH3:18])[N:12]=1, predict the reactants needed to synthesize it. (7) The reactants are: [OH:1][C:2]1[CH:10]=[CH:9][C:8]2[N:7]3[CH2:11][CH2:12][CH:13]([CH2:14][C:15]([O:17][C:18]([CH3:21])([CH3:20])[CH3:19])=[O:16])[C:6]3=[CH:5][C:4]=2[CH:3]=1.C(=O)([O-])[O-].[Cs+].[Cs+].Cl[CH2:29][C:30]1[CH:31]=[CH:32][C:33]([O:38][CH:39]([CH3:41])[CH3:40])=[C:34]([CH:37]=1)[C:35]#[N:36].O. Given the product [C:35]([C:34]1[CH:37]=[C:30]([CH:31]=[CH:32][C:33]=1[O:38][CH:39]([CH3:41])[CH3:40])[CH2:29][O:1][C:2]1[CH:10]=[CH:9][C:8]2[N:7]3[CH2:11][CH2:12][CH:13]([CH2:14][C:15]([O:17][C:18]([CH3:21])([CH3:20])[CH3:19])=[O:16])[C:6]3=[CH:5][C:4]=2[CH:3]=1)#[N:36], predict the reactants needed to synthesize it. (8) Given the product [F:1][C:2]1[CH:11]=[C:10]([F:12])[CH:9]=[C:8]2[C:3]=1[C:4](=[O:21])[CH:5]=[C:6]([C:13]1[CH:14]=[CH:15][C:16]([OH:19])=[CH:17][CH:18]=1)[O:7]2, predict the reactants needed to synthesize it. The reactants are: [F:1][C:2]1[CH:11]=[C:10]([F:12])[CH:9]=[C:8]2[C:3]=1[C:4](=[O:21])[CH:5]=[C:6]([C:13]1[CH:18]=[CH:17][C:16]([O:19]C)=[CH:15][CH:14]=1)[O:7]2.I.C(O)(=O)C.